Dataset: Catalyst prediction with 721,799 reactions and 888 catalyst types from USPTO. Task: Predict which catalyst facilitates the given reaction. Reactant: [CH2:1]([O:8][C:9]1[CH:14]=[CH:13][C:12]([CH2:15][C:16]#[C:17][Si](C)(C)C)=[CH:11][CH:10]=1)[C:2]1[CH:7]=[CH:6][CH:5]=[CH:4][CH:3]=1.C(=O)([O-])[O-].[K+].[K+]. Product: [CH2:1]([O:8][C:9]1[CH:10]=[CH:11][C:12]([CH2:15][C:16]#[CH:17])=[CH:13][CH:14]=1)[C:2]1[CH:3]=[CH:4][CH:5]=[CH:6][CH:7]=1. The catalyst class is: 5.